From a dataset of Catalyst prediction with 721,799 reactions and 888 catalyst types from USPTO. Predict which catalyst facilitates the given reaction. (1) Reactant: [CH2:1]([O:8][C:9](=[O:20])[CH:10]([C:14]1[CH:19]=[CH:18][CH:17]=[CH:16][CH:15]=1)[C:11]([OH:13])=O)[C:2]1[CH:7]=[CH:6][CH:5]=[CH:4][CH:3]=1.Cl.[C:22]([C:25]1[CH:31]=[CH:30][C:28]([NH2:29])=[CH:27][CH:26]=1)(=[NH:24])[NH2:23].[B-](F)(F)(F)F.CCOC(C(C#N)=NOC(N(C)C)=[N+](C)C)=O.CCN(C(C)C)C(C)C. Product: [CH2:1]([O:8][C:9](=[O:20])[CH:10]([C:14]1[CH:19]=[CH:18][CH:17]=[CH:16][CH:15]=1)[C:11]([NH:29][C:28]1[CH:30]=[CH:31][C:25]([C:22](=[NH:23])[NH2:24])=[CH:26][CH:27]=1)=[O:13])[C:2]1[CH:3]=[CH:4][CH:5]=[CH:6][CH:7]=1. The catalyst class is: 3. (2) Reactant: Br.[Cl:2][C:3]1[CH:36]=[CH:35][C:6]([CH2:7][CH:8]2[N:13]3[C:14](=[O:30])[CH:15]([NH2:29])[CH2:16][N:17]([S:18]([C:21]4[CH:26]=[CH:25][C:24]([Cl:27])=[CH:23][C:22]=4[Cl:28])(=[O:20])=[O:19])[CH:12]3[CH2:11][N:10]([CH:31]([CH3:33])[CH3:32])[C:9]2=[O:34])=[CH:5][CH:4]=1.C(N(CC)CC)C.[CH3:44][S:45](Cl)(=[O:47])=[O:46].CNC. Product: [Cl:2][C:3]1[CH:36]=[CH:35][C:6]([CH2:7][CH:8]2[N:13]3[C:14](=[O:30])[CH:15]([NH:29][S:45]([CH3:44])(=[O:47])=[O:46])[CH2:16][N:17]([S:18]([C:21]4[CH:26]=[CH:25][C:24]([Cl:27])=[CH:23][C:22]=4[Cl:28])(=[O:20])=[O:19])[CH:12]3[CH2:11][N:10]([CH:31]([CH3:33])[CH3:32])[C:9]2=[O:34])=[CH:5][CH:4]=1. The catalyst class is: 168.